This data is from Reaction yield outcomes from USPTO patents with 853,638 reactions. The task is: Predict the reaction yield, written as a fraction of the theoretical maximum amount of product (1.0 means a 100% yield; for example, 0.34 means a 34% yield). (1) The reactants are [NH:1]([C:3]1[CH:12]=[CH:11][CH:10]=[C:9]2[C:4]=1[CH:5]=[CH:6][CH:7]=[N:8]2)[NH2:2].[CH3:13][CH:14]1[CH2:23][C:22](=[O:24])[C:21]2[C:16](=[CH:17][CH:18]=[CH:19][CH:20]=2)[CH:15]1[C:25](O)=[O:26]. No catalyst specified. The product is [CH3:13][CH:14]1[CH2:23][C:22](=[O:24])[C:21]2[C:16](=[CH:17][CH:18]=[CH:19][CH:20]=2)[CH:15]1[C:25]([NH:2][NH:1][C:3]1[CH:12]=[CH:11][CH:10]=[C:9]2[C:4]=1[CH:5]=[CH:6][CH:7]=[N:8]2)=[O:26]. The yield is 0.230. (2) The reactants are CC1(C)C(C)(C)OB([C:9]2[CH:10]=[CH:11][C:12]3[N:13]([C:22](=[O:24])[CH3:23])[C:14]4[C:19]([C:20]=3[CH:21]=2)=[CH:18][CH:17]=[CH:16][CH:15]=4)O1.[Br:26][C:27]1[CH:32]=[CH:31][CH:30]=[C:29](Br)[CH:28]=1.C([O-])([O-])=O.[K+].[K+]. The catalyst is C1(C)C=CC=CC=1.O.C1C=CC([P]([Pd]([P](C2C=CC=CC=2)(C2C=CC=CC=2)C2C=CC=CC=2)([P](C2C=CC=CC=2)(C2C=CC=CC=2)C2C=CC=CC=2)[P](C2C=CC=CC=2)(C2C=CC=CC=2)C2C=CC=CC=2)(C2C=CC=CC=2)C2C=CC=CC=2)=CC=1. The product is [Br:26][C:27]1[CH:28]=[C:29]([C:9]2[CH:21]=[CH:20][C:12]3[N:13]([C:22](=[O:24])[CH3:23])[C:14]4[C:19]([C:11]=3[CH:10]=2)=[CH:18][CH:17]=[CH:16][CH:15]=4)[CH:30]=[CH:31][CH:32]=1. The yield is 0.230. (3) The reactants are C[Si]([N-][Si](C)(C)C)(C)C.[K+].[Cl:11][C:12]1[N:17]2[N:18]=[C:19]([C:21]3[CH:26]=[CH:25][CH:24]=[CH:23][CH:22]=3)[CH:20]=[C:16]2[N:15]=[C:14]([CH3:27])[C:13]=1[CH2:28][C:29]([O:31][CH3:32])=[O:30].C1(C2[O:41]N2S(C2C=CC=CC=2)(=O)=O)C=CC=CC=1. The catalyst is C1COCC1. The product is [Cl:11][C:12]1[N:17]2[N:18]=[C:19]([C:21]3[CH:26]=[CH:25][CH:24]=[CH:23][CH:22]=3)[CH:20]=[C:16]2[N:15]=[C:14]([CH3:27])[C:13]=1[CH:28]([OH:41])[C:29]([O:31][CH3:32])=[O:30]. The yield is 0.509.